Dataset: Catalyst prediction with 721,799 reactions and 888 catalyst types from USPTO. Task: Predict which catalyst facilitates the given reaction. (1) Reactant: C([Li])CCC.Br[C:7]1[CH:8]=[N:9][C:10]([N:13]([CH2:15][CH2:16][O:17][CH3:18])[CH3:14])=[N:11][CH:12]=1.C(O[B:23]1[O:27][C:26]([CH3:29])([CH3:28])[C:25]([CH3:31])([CH3:30])[O:24]1)(C)C.[Cl-].[NH4+]. Product: [CH3:18][O:17][CH2:16][CH2:15][N:13]([CH3:14])[C:10]1[N:9]=[CH:8][C:7]([B:23]2[O:27][C:26]([CH3:29])([CH3:28])[C:25]([CH3:31])([CH3:30])[O:24]2)=[CH:12][N:11]=1. The catalyst class is: 1. (2) Reactant: C([O:5][C:6](=[O:22])[CH2:7][C:8]1[CH:17]=[CH:16][CH:15]=[C:14]2[C:9]=1[CH2:10][CH2:11][N:12]([CH2:18][CH:19]1[CH2:21][CH2:20]1)[CH2:13]2)(C)(C)C.C(O)(C(F)(F)F)=O. Product: [CH:19]1([CH2:18][N:12]2[CH2:11][CH2:10][C:9]3[C:14](=[CH:15][CH:16]=[CH:17][C:8]=3[CH2:7][C:6]([OH:22])=[O:5])[CH2:13]2)[CH2:20][CH2:21]1. The catalyst class is: 2. (3) Reactant: [F:1][C:2]1[CH:9]=[C:8]([O:10]C)[CH:7]=[CH:6][C:3]=1[CH:4]=[O:5].B(Br)(Br)Br. Product: [F:1][C:2]1[CH:9]=[C:8]([OH:10])[CH:7]=[CH:6][C:3]=1[CH:4]=[O:5]. The catalyst class is: 2. (4) Product: [Cl:45][C:42]1[CH:41]=[CH:40][C:39]([N:30]2[CH:31]=[C:32]([CH2:34][N:18]3[CH2:19][CH2:20][N:15]([C:12]4[CH:11]=[CH:10][C:9]([CH3:8])=[CH:14][CH:13]=4)[CH2:16][CH2:17]3)[N:33]=[C:29]2[C:23]2[CH:24]=[CH:25][C:26]([Cl:28])=[CH:27][C:22]=2[Cl:21])=[CH:44][CH:43]=1. The catalyst class is: 1. Reactant: [H-].[Al+3].[Li+].[H-].[H-].[H-].Cl.[CH3:8][C:9]1[CH:14]=[CH:13][C:12]([N:15]2[CH2:20][CH2:19][NH:18][CH2:17][CH2:16]2)=[CH:11][CH:10]=1.[Cl:21][C:22]1[CH:27]=[C:26]([Cl:28])[CH:25]=[CH:24][C:23]=1[C:29]1[N:30]([C:39]2[CH:44]=[CH:43][C:42]([Cl:45])=[CH:41][CH:40]=2)[CH:31]=[C:32]([C:34](OCC)=O)[N:33]=1.O. (5) Reactant: [CH3:1][C@H:2]1[CH2:7][O:6][CH2:5][CH2:4][N:3]1[C:8]1[N:12]2[CH:13]=[C:14]([O:17][C@H:18]3[C:27]4[C:22](=[CH:23][CH:24]=[CH:25][CH:26]=4)[C@@H:21]([NH2:28])[CH2:20][CH2:19]3)[CH:15]=[CH:16][C:11]2=[N:10][N:9]=1.ClC(Cl)(Cl)C[O:32][C:33](=O)[NH:34][C:35]1[N:36]([CH2:44][CH2:45][OH:46])[N:37]=[C:38]([C:40]([CH3:43])([CH3:42])[CH3:41])[CH:39]=1.CCN(C(C)C)C(C)C. The catalyst class is: 12. Product: [C:40]([C:38]1[CH:39]=[C:35]([NH:34][C:33]([NH:28][C@@H:21]2[C:22]3[C:27](=[CH:26][CH:25]=[CH:24][CH:23]=3)[C@H:18]([O:17][C:14]3[CH:15]=[CH:16][C:11]4[N:12]([C:8]([N:3]5[CH2:4][CH2:5][O:6][CH2:7][C@@H:2]5[CH3:1])=[N:9][N:10]=4)[CH:13]=3)[CH2:19][CH2:20]2)=[O:32])[N:36]([CH2:44][CH2:45][OH:46])[N:37]=1)([CH3:43])([CH3:41])[CH3:42]. (6) Reactant: [CH3:1][O:2][C:3](=[O:34])[CH:4]([NH:14]C(C1C=CC=CC=1)(C1C=CC=CC=1)C1C=CC=CC=1)[CH2:5][O:6][C:7]1[CH:12]=[CH:11][C:10]([Br:13])=[CH:9][CH:8]=1.C(Cl)Cl. Product: [CH3:1][O:2][C:3](=[O:34])[CH:4]([NH2:14])[CH2:5][O:6][C:7]1[CH:12]=[CH:11][C:10]([Br:13])=[CH:9][CH:8]=1. The catalyst class is: 67. (7) Product: [CH2:22]([O:29][C:30](=[O:33])[CH2:31][N:20]([CH:21]1[CH2:13][CH2:14][CH2:15][CH2:16][CH2:17]1)[C:8](=[O:9])[CH2:7][OH:11])[C:23]1[CH:28]=[CH:27][CH:26]=[CH:25][CH:24]=1. The catalyst class is: 3. Reactant: C1([CH:7]([OH:11])[C:8](O)=[O:9])CCCCC1.O[C:13]1[C:21]2[N:20]=NN[C:17]=2[CH:16]=[CH:15][CH:14]=1.[CH2:22]([O:29][C:30](=[O:33])[CH2:31]N)[C:23]1[CH:28]=[CH:27][CH:26]=[CH:25][CH:24]=1.C1(N=C=NC2CCCCC2)CCCCC1. (8) Product: [CH3:1][O:2][C:3]1[CH:4]=[C:5]([S:9]([N:12]2[C:16]3=[CH:17][N:18]=[CH:19][CH:20]=[C:15]3[C:14]([CH2:21][CH2:22][NH2:23])=[CH:13]2)(=[O:10])=[O:11])[CH:6]=[CH:7][CH:8]=1. Reactant: [CH3:1][O:2][C:3]1[CH:4]=[C:5]([S:9]([N:12]2[C:16]3=[CH:17][N:18]=[CH:19][CH:20]=[C:15]3[C:14]([CH2:21][CH2:22][NH:23]C(=O)OC(C)(C)C)=[CH:13]2)(=[O:11])=[O:10])[CH:6]=[CH:7][CH:8]=1.FC(F)(F)C(O)=O. The catalyst class is: 2. (9) Reactant: C(O[C:4](=[NH:19])[C:5]1[CH:6]=[CH:7][C:8]2[N:9]([CH:11]=[C:12]([C:14]([O:16][CH2:17][CH3:18])=[O:15])[N:13]=2)[CH:10]=1)C.O.[NH2:21][NH2:22]. Product: [NH:21]([C:4](=[NH:19])[C:5]1[CH:6]=[CH:7][C:8]2[N:9]([CH:11]=[C:12]([C:14]([O:16][CH2:17][CH3:18])=[O:15])[N:13]=2)[CH:10]=1)[NH2:22]. The catalyst class is: 8.